The task is: Predict the product of the given reaction.. This data is from Forward reaction prediction with 1.9M reactions from USPTO patents (1976-2016). Given the reactants [CH:1]([C:4]1[N:5]=[C:6]([CH2:9][CH2:10][C:11]2[CH:36]=[CH:35][N:14]3[C:15](=[O:34])[C:16]([C:20]4[N:24]([CH2:25][C:26]5[CH:31]=[CH:30][C:29]([O:32][CH3:33])=[CH:28][CH:27]=5)[N:23]=[N:22][N:21]=4)=[C:17]([OH:19])[N:18]=[C:13]3[CH:12]=2)[S:7][CH:8]=1)([CH3:3])[CH3:2].CN(C1C=CC=CN=1)C.C(N(CC)CC)C.[C:53]1([CH3:63])[CH:58]=[CH:57][C:56]([S:59](Cl)(=[O:61])=[O:60])=[CH:55][CH:54]=1, predict the reaction product. The product is: [CH:1]([C:4]1[N:5]=[C:6]([CH2:9][CH2:10][C:11]2[CH:36]=[CH:35][N:14]3[C:15](=[O:34])[C:16]([C:20]4[N:24]([CH2:25][C:26]5[CH:31]=[CH:30][C:29]([O:32][CH3:33])=[CH:28][CH:27]=5)[N:23]=[N:22][N:21]=4)=[C:17]([O:19][S:59]([C:56]4[CH:57]=[CH:58][C:53]([CH3:63])=[CH:54][CH:55]=4)(=[O:61])=[O:60])[N:18]=[C:13]3[CH:12]=2)[S:7][CH:8]=1)([CH3:3])[CH3:2].